Dataset: Reaction yield outcomes from USPTO patents with 853,638 reactions. Task: Predict the reaction yield, written as a fraction of the theoretical maximum amount of product (1.0 means a 100% yield; for example, 0.34 means a 34% yield). (1) The yield is 0.500. The catalyst is C(O)(=O)C. The product is [CH2:24]([C:18]1[C:19](=[O:20])[N:6]2[N:5]=[CH:4][C:3]([N:7]3[CH:11]=[C:10]([C:12]([O:14][CH3:15])=[O:13])[N:9]=[CH:8]3)=[C:2]2[NH:1][C:16]=1[CH3:17])[CH3:25]. The reactants are [NH2:1][C:2]1[NH:6][N:5]=[CH:4][C:3]=1[N:7]1[CH:11]=[C:10]([C:12]([O:14][CH3:15])=[O:13])[N:9]=[CH:8]1.[CH2:16]([CH:18]([C:24](=O)[CH3:25])[C:19](OCC)=[O:20])[CH3:17]. (2) The reactants are [CH:1]1([C:7]2[C:8]3[CH:25]=[CH:24][C:23]([C:26]([O:28][CH2:29][CH3:30])=[O:27])=[N:22][C:9]=3[N:10]3[C:16]=2[C:15]2[CH:17]=[CH:18][CH:19]=[CH:20][C:14]=2[NH:13][C:12](=O)[CH2:11]3)[CH2:6][CH2:5][CH2:4][CH2:3][CH2:2]1.C(=O)([O-])O.[Na+]. The catalyst is O1CCCC1. The product is [CH:1]1([C:7]2[C:8]3[CH:25]=[CH:24][C:23]([C:26]([O:28][CH2:29][CH3:30])=[O:27])=[N:22][C:9]=3[N:10]3[C:16]=2[C:15]2[CH:17]=[CH:18][CH:19]=[CH:20][C:14]=2[NH:13][CH2:12][CH2:11]3)[CH2:2][CH2:3][CH2:4][CH2:5][CH2:6]1. The yield is 0.690. (3) The reactants are [N:1]1([CH2:6][CH2:7][CH2:8][O:9][C:10]2[CH:15]=[CH:14][C:13]([C:16]3([CH2:22][NH2:23])[CH2:21][CH2:20][O:19][CH2:18][CH2:17]3)=[CH:12][CH:11]=2)[CH2:5][CH2:4][CH2:3][CH2:2]1.[CH3:24][N:25]1[C:29]2[CH:30]=[CH:31][CH:32]=[CH:33][C:28]=2[N:27]=[C:26]1S(O)(=O)=O.C(N(CC)C(C)C)(C)C. The catalyst is C(#N)C. The product is [CH3:24][N:25]1[C:29]2[CH:30]=[CH:31][CH:32]=[CH:33][C:28]=2[N:27]=[C:26]1[NH:23][CH2:22][C:16]1([C:13]2[CH:14]=[CH:15][C:10]([O:9][CH2:8][CH2:7][CH2:6][N:1]3[CH2:5][CH2:4][CH2:3][CH2:2]3)=[CH:11][CH:12]=2)[CH2:17][CH2:18][O:19][CH2:20][CH2:21]1. The yield is 0.140. (4) The reactants are [C:1]([C:5]1[CH:9]=[C:8]([NH:10][C:11]([NH:13][C:14]2[C:23]3[C:18](=[CH:19][CH:20]=[CH:21][CH:22]=3)[C:17]([O:24][CH2:25][CH2:26][N:27]3[CH:31]=[C:30]([N+:32]([O-])=O)[N:29]=[CH:28]3)=[CH:16][CH:15]=2)=[O:12])[N:7]([C:35]2[CH:40]=[CH:39][C:38]([CH3:41])=[CH:37][CH:36]=2)[N:6]=1)([CH3:4])([CH3:3])[CH3:2]. The catalyst is C(Cl)Cl.CO.CC(O)=O.[H][H].[Pt]. The product is [NH2:32][C:30]1[N:29]=[CH:28][N:27]([CH2:26][CH2:25][O:24][C:17]2[C:18]3[C:23](=[CH:22][CH:21]=[CH:20][CH:19]=3)[C:14]([NH:13][C:11]([NH:10][C:8]3[N:7]([C:35]4[CH:40]=[CH:39][C:38]([CH3:41])=[CH:37][CH:36]=4)[N:6]=[C:5]([C:1]([CH3:4])([CH3:3])[CH3:2])[CH:9]=3)=[O:12])=[CH:15][CH:16]=2)[CH:31]=1. The yield is 1.00. (5) The reactants are [Br:1][C:2]1[CH:3]=[C:4]2[C:8](=[CH:9][CH:10]=1)[NH:7][CH:6]=[CH:5]2.[H-].[Na+].CC1C=CC(S(O[CH2:24][CH:25]2[CH2:29][CH:28]([CH3:30])[N:27]([CH2:31][C:32]3[CH:37]=[CH:36][CH:35]=[CH:34][CH:33]=3)[CH2:26]2)(=O)=O)=CC=1.C(OCC)(=O)C.CCCCCC. The catalyst is CN(C=O)C. The product is [CH2:31]([N:27]1[CH:28]([CH3:30])[CH2:29][CH:25]([CH2:24][N:7]2[C:8]3[C:4](=[CH:3][C:2]([Br:1])=[CH:10][CH:9]=3)[CH:5]=[CH:6]2)[CH2:26]1)[C:32]1[CH:37]=[CH:36][CH:35]=[CH:34][CH:33]=1. The yield is 0.560. (6) The reactants are [N:1]([CH2:4][CH2:5][NH:6][C:7](=[O:21])[CH2:8][CH2:9][CH2:10][CH2:11][CH2:12][CH2:13][CH2:14][CH2:15][CH2:16]CCCC)=[N+:2]=[N-:3].C(Cl)(=O)CCCCCCCCC.N(CCN)=[N+]=[N-].C(N(CC)CC)C. The catalyst is ClCCl. The product is [N:1]([CH2:4][CH2:5][NH:6][C:7](=[O:21])[CH2:8][CH2:9][CH2:10][CH2:11][CH2:12][CH2:13][CH2:14][CH2:15][CH3:16])=[N+:2]=[N-:3]. The yield is 0.830.